From a dataset of Forward reaction prediction with 1.9M reactions from USPTO patents (1976-2016). Predict the product of the given reaction. Given the reactants [C:1]([C:5]1[CH:6]=[C:7]([CH:10]=[C:11]([C:14]([CH3:17])([CH3:16])[CH3:15])[C:12]=1[OH:13])[CH:8]=[O:9])([CH3:4])([CH3:3])[CH3:2].[CH2:18]([N:22]=[C:23]=[O:24])[CH2:19][CH2:20][CH3:21], predict the reaction product. The product is: [CH2:18]([NH:22][C:23]([O:13][C:12]1[C:5]([C:1]([CH3:4])([CH3:3])[CH3:2])=[CH:6][C:7]([CH:8]=[O:9])=[CH:10][C:11]=1[C:14]([CH3:17])([CH3:16])[CH3:15])=[O:24])[CH2:19][CH2:20][CH3:21].